Dataset: Catalyst prediction with 721,799 reactions and 888 catalyst types from USPTO. Task: Predict which catalyst facilitates the given reaction. (1) The catalyst class is: 42. Product: [C:1]([O:5][C:6](=[O:7])[NH:8][CH:9]1[CH2:14][CH2:13][CH2:12][N:11]([CH2:15][C:16](=[O:18])[NH:21][CH:25]2[C:24]3[C:29](=[CH:42][CH:35]=[CH:34][CH:33]=3)[CH2:28][CH2:27][CH2:26]2)[C:10]1=[O:19])([CH3:2])([CH3:3])[CH3:4]. Reactant: [C:1]([O:5][C:6]([NH:8][CH:9]1[CH2:14][CH2:13][CH2:12][N:11]([CH2:15][C:16]([OH:18])=O)[C:10]1=[O:19])=[O:7])([CH3:4])([CH3:3])[CH3:2].O[N:21]1[C:25]2[CH:26]=[CH:27][CH:28]=[CH:29][C:24]=2N=N1.Cl.CN(C)[CH2:33][CH2:34][CH2:35]N=C=NCC.[CH:42](N(C(C)C)CC)(C)C. (2) Reactant: C[O:2][C:3](=O)[C:4]1[CH:9]=[C:8]([NH:10][C:11]([C:13]2[C:14]([CH3:23])=[N:15][C:16]([C:19]([F:22])([F:21])[F:20])=[CH:17][CH:18]=2)=[O:12])[CH:7]=[CH:6][C:5]=1[Cl:24].[BH4-].[Li+].C(=O)(O)[O-].[Na+]. Product: [Cl:24][C:5]1[CH:6]=[CH:7][C:8]([NH:10][C:11](=[O:12])[C:13]2[CH:18]=[CH:17][C:16]([C:19]([F:21])([F:22])[F:20])=[N:15][C:14]=2[CH3:23])=[CH:9][C:4]=1[CH2:3][OH:2]. The catalyst class is: 7. (3) Reactant: [CH3:1][N:2]1[CH:6]=[C:5]([C:7]2[CH:29]=[CH:28][C:10]([CH2:11][N:12]3[C:20](=[O:21])[C:19]4[C:14](=[CH:15][CH:16]=[CH:17][C:18]=4[O:22][CH2:23][C:24]([O:26]C)=[O:25])[CH2:13]3)=[CH:9][CH:8]=2)[CH:4]=[N:3]1.[OH-].[Na+].Cl. Product: [CH3:1][N:2]1[CH:6]=[C:5]([C:7]2[CH:8]=[CH:9][C:10]([CH2:11][N:12]3[C:20](=[O:21])[C:19]4[C:14](=[CH:15][CH:16]=[CH:17][C:18]=4[O:22][CH2:23][C:24]([OH:26])=[O:25])[CH2:13]3)=[CH:28][CH:29]=2)[CH:4]=[N:3]1. The catalyst class is: 5.